From a dataset of Full USPTO retrosynthesis dataset with 1.9M reactions from patents (1976-2016). Predict the reactants needed to synthesize the given product. (1) Given the product [F:8][C:9]1[CH:18]=[C:17]2[C:12]([CH:13]=[CH:14][CH:15]=[N:16]2)=[CH:11][C:10]=1[CH2:19][C:20]1[N:24]2[N:25]=[C:26](/[C:29](=[N:1]/[N:2]3[CH2:6][CH2:5][O:4][C:3]3=[O:7])/[CH3:30])[CH:27]=[CH:28][C:23]2=[N:22][CH:21]=1, predict the reactants needed to synthesize it. The reactants are: [NH2:1][N:2]1[CH2:6][CH2:5][O:4][C:3]1=[O:7].[F:8][C:9]1[CH:18]=[C:17]2[C:12]([CH:13]=[CH:14][CH:15]=[N:16]2)=[CH:11][C:10]=1[CH2:19][C:20]1[N:24]2[N:25]=[C:26]([C:29](=O)[CH3:30])[CH:27]=[CH:28][C:23]2=[N:22][CH:21]=1. (2) Given the product [Cl:1][C:2]1[CH:3]=[C:4]2[C:9](=[CH:10][CH:11]=1)[N:8]=[C:7]([N:12]1[CH2:13][CH2:14][CH:15]([CH2:18][CH2:19][NH:20][C:21](=[O:26])[O:22][CH2:23][C:24]([NH2:27])=[O:25])[CH2:16][CH2:17]1)[CH:6]=[CH:5]2, predict the reactants needed to synthesize it. The reactants are: [Cl:1][C:2]1[CH:3]=[C:4]2[C:9](=[CH:10][CH:11]=1)[N:8]=[C:7]([N:12]1[CH2:17][CH2:16][CH:15]([CH2:18][CH2:19][N:20]3[C:24](=[O:25])[CH2:23][O:22][C:21]3=[O:26])[CH2:14][CH2:13]1)[CH:6]=[CH:5]2.[NH3:27]. (3) The reactants are: C1(C)C=CC=CC=1P(C1C=CC=CC=1C)C1C=CC=CC=1C.I[C:24]1[CH:29]=[CH:28][CH:27]=[C:26]([C:30]([F:33])([F:32])[F:31])[CH:25]=1.[CH:34]([C:36]1[CH:37]=[N:38][CH:39]=[C:40]([CH:43]=1)[C:41]#[N:42])=[CH2:35]. Given the product [F:31][C:30]([F:33])([F:32])[C:26]1[CH:25]=[C:24]([CH:35]=[CH:34][C:36]2[CH:37]=[N:38][CH:39]=[C:40]([CH:43]=2)[C:41]#[N:42])[CH:29]=[CH:28][CH:27]=1, predict the reactants needed to synthesize it. (4) Given the product [OH:20][C:22]1([CH2:21][O:16][C:13]2[CH:14]=[CH:15][C:10]([C:9]3[C:5]4[CH:4]=[C:3]([CH2:2][OH:1])[CH:19]=[CH:18][C:6]=4[S:7][CH:8]=3)=[C:11]([CH3:17])[CH:12]=2)[CH2:27][CH2:26][S:25](=[O:29])(=[O:28])[CH2:24][CH2:23]1, predict the reactants needed to synthesize it. The reactants are: [OH:1][CH2:2][C:3]1[CH:19]=[CH:18][C:6]2[S:7][CH:8]=[C:9]([C:10]3[CH:15]=[CH:14][C:13]([OH:16])=[CH:12][C:11]=3[CH3:17])[C:5]=2[CH:4]=1.[O:20]1[C:22]2([CH2:27][CH2:26][S:25](=[O:29])(=[O:28])[CH2:24][CH2:23]2)[CH2:21]1.C([O-])([O-])=O.[K+].[K+]. (5) The reactants are: [CH:1]1([NH:4][CH2:5][C:6]2[S:10][C:9](B(O)O)=[CH:8][CH:7]=2)[CH2:3][CH2:2]1.Br[C:15]1[CH:16]=[C:17]2[C:21](=[C:22]([C:24]([NH2:26])=[O:25])[CH:23]=1)[NH:20][CH:19]=[C:18]2[CH:27]1[CH2:32][CH2:31][N:30]([S:33]([CH2:36][CH3:37])(=[O:35])=[O:34])[CH2:29][CH2:28]1.C(=O)([O-])[O-].[K+].[K+]. Given the product [CH:1]1([NH:4][CH2:5][C:6]2[S:10][C:9]([C:15]3[CH:16]=[C:17]4[C:21](=[C:22]([C:24]([NH2:26])=[O:25])[CH:23]=3)[NH:20][CH:19]=[C:18]4[CH:27]3[CH2:28][CH2:29][N:30]([S:33]([CH2:36][CH3:37])(=[O:34])=[O:35])[CH2:31][CH2:32]3)=[CH:8][CH:7]=2)[CH2:3][CH2:2]1, predict the reactants needed to synthesize it. (6) Given the product [C:1]([O:5][C:6]([N:8]1[CH2:13][CH2:12][CH:11]([C:14]2[S:15][CH2:16][CH:17]([C:19]([O:21][CH2:22][CH3:23])=[O:20])[N:18]=2)[CH2:10][CH2:9]1)=[O:7])([CH3:4])([CH3:3])[CH3:2], predict the reactants needed to synthesize it. The reactants are: [C:1]([O:5][C:6]([N:8]1[CH2:13][CH2:12][CH:11]([C:14]2[S:15][CH2:16][CH:17]([C:19]([O:21][CH2:22][CH3:23])=[O:20])[N:18]=2)[CH2:10][CH2:9]1)=[O:7])([CH3:4])([CH3:3])[CH3:2].C(OC(N1CCC(C2SC=C(C(OCC)=O)N=2)CC1)=O)(C)(C)C. (7) Given the product [Cl:31][C:28]1[CH:29]=[CH:30][C:25]([N:14]([CH:11]2[CH2:10][CH2:9][N:8]([C@@H:42]3[CH2:41][CH2:46][CH2:45][CH2:44][C@H:43]3[OH:47])[CH2:13][CH2:12]2)[C:15](=[O:24])[C:16]2[CH:21]=[CH:20][CH:19]=[C:18]([O:22][CH3:23])[CH:17]=2)=[CH:26][CH:27]=1, predict the reactants needed to synthesize it. The reactants are: C(OC([N:8]1[CH2:13][CH2:12][CH:11]([N:14]([C:25]2[CH:30]=[CH:29][C:28]([Cl:31])=[CH:27][CH:26]=2)[C:15](=[O:24])[C:16]2[CH:21]=[CH:20][CH:19]=[C:18]([O:22][CH3:23])[CH:17]=2)[CH2:10][CH2:9]1)=O)(C)(C)C.ClC1C=CC(N(C2CCNCC2)C(=O)[C:41]2[CH:46]=[CH:45][CH:44]=[C:43]([O:47]C)[CH:42]=2)=CC=1.C12OC1CCCC2. (8) The reactants are: [Cl-].[CH3:2][C:3]1[SH+:4][CH:5]=[CH:6][CH:7]=[CH:8][CH:9]=[CH:10][CH:11]=1.[I-:12].[K+]. Given the product [I-:12].[CH3:2][C:3]1[SH+:4][CH:5]=[CH:6][CH:7]=[CH:8][CH:9]=[CH:10][CH:11]=1, predict the reactants needed to synthesize it. (9) Given the product [O-:41][S:39]([C:42]([F:45])([F:44])[F:43])(=[O:40])=[O:38].[F:14][C:15]1[C:20]([S+:21]([C:23]2[C:28]([F:29])=[C:27]([F:30])[C:26]([F:31])=[C:25]([F:32])[C:24]=2[F:33])[C:1]2[CH:6]=[CH:5][CH:4]=[CH:3][CH:2]=2)=[C:19]([F:34])[C:18]([F:35])=[C:17]([F:36])[C:16]=1[F:37], predict the reactants needed to synthesize it. The reactants are: [C:1]1([Mg]Br)[CH:6]=[CH:5][CH:4]=[CH:3][CH:2]=1.CCOCC.[F:14][C:15]1[C:20]([S:21]([C:23]2[C:28]([F:29])=[C:27]([F:30])[C:26]([F:31])=[C:25]([F:32])[C:24]=2[F:33])=O)=[C:19]([F:34])[C:18]([F:35])=[C:17]([F:36])[C:16]=1[F:37].[OH:38][S:39]([C:42]([F:45])([F:44])[F:43])(=[O:41])=[O:40].